Dataset: Full USPTO retrosynthesis dataset with 1.9M reactions from patents (1976-2016). Task: Predict the reactants needed to synthesize the given product. (1) Given the product [N:22]1([CH2:21][C:19]2[CH:18]=[CH:17][C:15]3[NH:16][C:12]([C:8]4[C:7]([NH:6][C:4]([C:3]5[C:28]6[O:36][CH2:35][CH2:34][O:33][C:29]=6[CH:30]=[CH:31][CH:2]=5)=[O:5])=[CH:11][NH:10][N:9]=4)=[N:13][C:14]=3[CH:20]=2)[CH2:27][CH2:26][O:25][CH2:24][CH2:23]1, predict the reactants needed to synthesize it. The reactants are: Cl[C:2]1[CH:31]=[CH:30][CH:29]=[C:28](Cl)[C:3]=1[C:4]([NH:6][C:7]1[C:8]([C:12]2[NH:16][C:15]3[CH:17]=[CH:18][C:19]([CH2:21][N:22]4[CH2:27][CH2:26][O:25][CH2:24][CH2:23]4)=[CH:20][C:14]=3[N:13]=2)=[N:9][NH:10][CH:11]=1)=[O:5].[O:33]1C2C=CC=C(C(NC3C(C(O)=O)=NNC=3)=O)C=2[O:36][CH2:35][CH2:34]1. (2) Given the product [BrH:13].[Br-:13].[CH:20]1([CH2:19][CH2:18][CH2:17][CH2:16][CH2:15][CH2:14][N+:1]2[CH:2]=[CH:3][CH:4]=[C:5]([C@@H:7]3[CH2:12][CH2:11][CH2:10][N:8]3[CH3:9])[CH:6]=2)[CH2:24][CH2:23][CH2:22][CH2:21]1, predict the reactants needed to synthesize it. The reactants are: [N:1]1[CH:6]=[C:5]([C@@H:7]2[CH2:12][CH2:11][CH2:10][N:8]2[CH3:9])[CH:4]=[CH:3][CH:2]=1.[Br:13][CH2:14][CH2:15][CH2:16][CH2:17][CH2:18][CH2:19][CH:20]1[CH2:24][CH2:23][CH2:22][CH2:21]1.